This data is from TCR-epitope binding with 47,182 pairs between 192 epitopes and 23,139 TCRs. The task is: Binary Classification. Given a T-cell receptor sequence (or CDR3 region) and an epitope sequence, predict whether binding occurs between them. The epitope is FIAGLIAIV. The TCR CDR3 sequence is CASSSLTSGRAAAKNIQYF. Result: 1 (the TCR binds to the epitope).